Dataset: Full USPTO retrosynthesis dataset with 1.9M reactions from patents (1976-2016). Task: Predict the reactants needed to synthesize the given product. (1) Given the product [OH:24][CH2:23][C@H:19]([N:18]1[CH:7]=[CH:6][C:5]2[C:10](=[CH:11][CH:12]=[CH:13][C:4]=2[N+:1]([O-:3])=[O:2])[C:9]1=[O:14])[C:20]([NH2:22])=[O:21], predict the reactants needed to synthesize it. The reactants are: [N+:1]([C:4]1[CH:13]=[CH:12][CH:11]=[C:10]2[C:5]=1[CH:6]=[CH:7]O[C:9]2=[O:14])([O-:3])=[O:2].CO.Cl.[NH2:18][C@@H:19]([CH2:23][OH:24])[C:20]([NH2:22])=[O:21].C(N(CC)CC)C. (2) Given the product [CH3:19][S:20]([CH2:23][CH2:24][CH2:25][O:17][C:15]1[C:14]([CH3:18])=[C:13]2[N:12]([CH:16]=1)[N:11]=[CH:10][N:9]=[C:8]2[O:1][C:2]1[CH:3]=[CH:4][CH:5]=[CH:6][CH:7]=1)(=[O:22])=[O:21], predict the reactants needed to synthesize it. The reactants are: [O:1]([C:8]1[C:13]2=[C:14]([CH3:18])[C:15]([OH:17])=[CH:16][N:12]2[N:11]=[CH:10][N:9]=1)[C:2]1[CH:7]=[CH:6][CH:5]=[CH:4][CH:3]=1.[CH3:19][S:20]([CH2:23][CH2:24][CH2:25]O)(=[O:22])=[O:21].C1C=CC(P(C2C=CC=CC=2)C2C=CC=CC=2)=CC=1.CCOC(/N=N/C(OCC)=O)=O. (3) The reactants are: [CH3:1][C:2]([C:4]1[CH:9]=[CH:8][C:7]([O:10][CH3:11])=[CH:6][C:5]=1[F:12])=[O:3].[CH2:13](O)[CH2:14][OH:15]. Given the product [F:12][C:5]1[CH:6]=[C:7]([O:10][CH3:11])[CH:8]=[CH:9][C:4]=1[C:2]1([CH3:1])[O:15][CH2:14][CH2:13][O:3]1, predict the reactants needed to synthesize it.